This data is from Full USPTO retrosynthesis dataset with 1.9M reactions from patents (1976-2016). The task is: Predict the reactants needed to synthesize the given product. (1) Given the product [F:1][C:2]1[CH:3]=[C:4]([C:9]2[CH:14]=[CH:13][C:12]([CH2:15][CH2:16][CH3:17])=[CH:11][CH:10]=2)[CH:5]=[C:6]([F:8])[C:7]=1[I:28], predict the reactants needed to synthesize it. The reactants are: [F:1][C:2]1[CH:3]=[C:4]([C:9]2[CH:14]=[CH:13][C:12]([CH2:15][CH2:16][CH3:17])=[CH:11][CH:10]=2)[CH:5]=[C:6]([F:8])[CH:7]=1.C1COCC1.C([Li])CCC.[I:28]I. (2) Given the product [ClH:19].[CH2:1]([CH:6]1[CH2:11][CH2:10][CH2:9][NH:8][CH2:7]1)[CH2:2][CH2:3][CH2:4][CH3:5], predict the reactants needed to synthesize it. The reactants are: [CH2:1]([CH:6]1[CH2:11][CH2:10][CH2:9][N:8](C(OC(C)(C)C)=O)[CH2:7]1)[CH2:2][CH2:3][CH2:4][CH3:5].[ClH:19]. (3) Given the product [C:25]([N:22]1[CH2:23][CH2:24][N:19]([C:17]2[CH:16]=[C:15]([CH3:28])[C:13]3[N:14]=[C:10]([C:3]4[C:4](=[O:8])[NH:5][CH:6]=[CH:7][C:2]=4[Cl:30])[NH:11][C:12]=3[CH:18]=2)[CH2:20][CH2:21]1)(=[O:27])[CH3:26], predict the reactants needed to synthesize it. The reactants are: I[C:2]1[CH:7]=[CH:6][N:5]=[C:4]([O:8]C)[C:3]=1[C:10]1[NH:11][C:12]2[CH:18]=[C:17]([N:19]3[CH2:24][CH2:23][N:22]([C:25](=[O:27])[CH3:26])[CH2:21][CH2:20]3)[CH:16]=[C:15]([CH3:28])[C:13]=2[N:14]=1.O.[ClH:30]. (4) Given the product [F:22][C:23]1[CH:28]=[C:27]([F:29])[CH:26]=[CH:25][C:24]=1[NH:30][C:31]([N:16]1[CH2:15][CH2:14][CH2:13][N:12]2[CH:17]=[CH:18][CH:19]=[C:11]2[CH:10]1[C:7]1[CH:8]=[CH:9][C:4]([O:3][C:2]([F:1])([F:20])[F:21])=[CH:5][CH:6]=1)=[O:32], predict the reactants needed to synthesize it. The reactants are: [F:1][C:2]([F:21])([F:20])[O:3][C:4]1[CH:9]=[CH:8][C:7]([CH:10]2[NH:16][CH2:15][CH2:14][CH2:13][N:12]3[CH:17]=[CH:18][CH:19]=[C:11]23)=[CH:6][CH:5]=1.[F:22][C:23]1[CH:28]=[C:27]([F:29])[CH:26]=[CH:25][C:24]=1[N:30]=[C:31]=[O:32]. (5) Given the product [Br:6][C:7]1[CH:11]=[N:10][N:9]([CH2:1][CH:2]([CH3:4])[CH3:3])[C:8]=1[C:12]1[C:13]([F:31])=[C:14]([NH:19][S:20]([C:23]2[CH:28]=[C:27]([F:29])[CH:26]=[CH:25][C:24]=2[F:30])(=[O:22])=[O:21])[CH:15]=[CH:16][C:17]=1[F:18], predict the reactants needed to synthesize it. The reactants are: [CH2:1](Br)[CH:2]([CH3:4])[CH3:3].[Br:6][C:7]1[C:8]([C:12]2[C:13]([F:31])=[C:14]([NH:19][S:20]([C:23]3[CH:28]=[C:27]([F:29])[CH:26]=[CH:25][C:24]=3[F:30])(=[O:22])=[O:21])[CH:15]=[CH:16][C:17]=2[F:18])=[N:9][NH:10][CH:11]=1. (6) Given the product [CH2:55]([NH:62][C:15](=[O:17])[C@@H:14]([N:11]1[CH2:10][C:9]2([CH2:21][CH2:22][CH2:23][N:8]2[C:6]([O:5][C:1]([CH3:2])([CH3:4])[CH3:3])=[O:7])[C:12]1=[O:13])[C@H:18]([OH:20])[CH3:19])[C:56]1[CH:61]=[CH:60][CH:59]=[CH:58][CH:57]=1, predict the reactants needed to synthesize it. The reactants are: [C:1]([O:5][C:6]([N:8]1[CH2:23][CH2:22][CH2:21][C:9]21[C:12](=[O:13])[N:11]([C@@H:14]([C@H:18]([OH:20])[CH3:19])[C:15]([OH:17])=O)[CH2:10]2)=[O:7])([CH3:4])([CH3:3])[CH3:2].CCN(C(C)C)C(C)C.CCN=C=NCCCN(C)C.Cl.C1C=CC2N(O)N=NC=2C=1.[CH2:55]([NH2:62])[C:56]1[CH:61]=[CH:60][CH:59]=[CH:58][CH:57]=1.